Dataset: Forward reaction prediction with 1.9M reactions from USPTO patents (1976-2016). Task: Predict the product of the given reaction. (1) Given the reactants Br[C:2]1[N:6]2[N:7]=[C:8]([NH:11][CH2:12][CH2:13][O:14][C:15]3[CH:20]=[CH:19][CH:18]=[CH:17][C:16]=3[O:21][CH3:22])[CH:9]=[CH:10][C:5]2=[N:4][CH:3]=1.Cl.[NH2:24][CH2:25][C:26]1[CH:31]=[CH:30][C:29](B(O)O)=[CH:28][CH:27]=1.C([O-])([O-])=O.[K+].[K+], predict the reaction product. The product is: [NH2:24][CH2:25][C:26]1[CH:31]=[CH:30][C:29]([C:2]2[N:6]3[N:7]=[C:8]([NH:11][CH2:12][CH2:13][O:14][C:15]4[CH:20]=[CH:19][CH:18]=[CH:17][C:16]=4[O:21][CH3:22])[CH:9]=[CH:10][C:5]3=[N:4][CH:3]=2)=[CH:28][CH:27]=1. (2) Given the reactants C([BH-](C(CC)C)C(CC)C)(CC)C.[Li+].[F:15][C:16]1[CH:21]=[CH:20][C:19]([C@@H:22]([N:24]2[CH2:29][C:28]([CH3:31])([CH3:30])[O:27][C:26](=[O:32])[C:25]2=[O:33])[CH3:23])=[CH:18][CH:17]=1.[OH-].[Na+].OO.S(=O)(O)[O-].[Na+], predict the reaction product. The product is: [F:15][C:16]1[CH:21]=[CH:20][C:19]([C@@H:22]([N:24]2[CH2:29][C:28]([CH3:30])([CH3:31])[O:27][CH:26]([OH:32])[C:25]2=[O:33])[CH3:23])=[CH:18][CH:17]=1. (3) Given the reactants [Cl:1][C:2]1[N:7]=[C:6]([Cl:8])[C:5]([NH2:9])=[CH:4][N:3]=1.[N+:10]([C:13]1[CH:18]=[CH:17][CH:16]=[CH:15][C:14]=1[S:19](Cl)(=[O:21])=[O:20])([O-:12])=[O:11], predict the reaction product. The product is: [Cl:1][C:2]1[N:7]=[C:6]([Cl:8])[C:5]([NH:9][S:19]([C:14]2[CH:15]=[CH:16][CH:17]=[CH:18][C:13]=2[N+:10]([O-:12])=[O:11])(=[O:20])=[O:21])=[CH:4][N:3]=1. (4) Given the reactants [NH2:1][C:2]1[C:18]([O:19][CH3:20])=[CH:17][C:5]2[CH2:6][CH2:7][N:8]([CH2:11][C:12]([N:14]([CH3:16])[CH3:15])=[O:13])[CH2:9][CH2:10][C:4]=2[CH:3]=1.Cl[C:22]1[N:27]=[C:26]([NH:28][C:29]2[CH:34]=[CH:33][CH:32]=[CH:31][C:30]=2[N:35]2[CH:39]=[CH:38][CH:37]=[N:36]2)[C:25]([Cl:40])=[CH:24][N:23]=1, predict the reaction product. The product is: [Cl:40][C:25]1[C:26]([NH:28][C:29]2[CH:34]=[CH:33][CH:32]=[CH:31][C:30]=2[N:35]2[CH:39]=[CH:38][CH:37]=[N:36]2)=[N:27][C:22]([NH:1][C:2]2[C:18]([O:19][CH3:20])=[CH:17][C:5]3[CH2:6][CH2:7][N:8]([CH2:11][C:12]([N:14]([CH3:16])[CH3:15])=[O:13])[CH2:9][CH2:10][C:4]=3[CH:3]=2)=[N:23][CH:24]=1. (5) Given the reactants [CH2:1]([N:8]([CH2:16][C@@H:17]1[CH2:22][CH2:21][C@H:20]([CH2:23][CH2:24][OH:25])[CH2:19][CH2:18]1)[CH2:9][C:10]1[CH:15]=[CH:14][CH:13]=[CH:12][CH:11]=1)[C:2]1[CH:7]=[CH:6][CH:5]=[CH:4][CH:3]=1.[F:26][C:27]1[CH:32]=[CH:31][CH:30]=[CH:29][C:28]=1O, predict the reaction product. The product is: [CH2:1]([N:8]([CH2:9][C:10]1[CH:11]=[CH:12][CH:13]=[CH:14][CH:15]=1)[CH2:16][C@H:17]1[CH2:22][CH2:21][C@@H:20]([CH2:23][CH2:24][O:25][C:28]2[CH:29]=[CH:30][CH:31]=[CH:32][C:27]=2[F:26])[CH2:19][CH2:18]1)[C:2]1[CH:3]=[CH:4][CH:5]=[CH:6][CH:7]=1. (6) Given the reactants CS(O[CH2:6][C:7]1[CH:12]=[CH:11][C:10]([CH2:13][CH2:14][NH:15][C:16]([O:18][C:19]([CH3:22])([CH3:21])[CH3:20])=[O:17])=[CH:9][CH:8]=1)(=O)=O.[CH:23]([N:26](CC)[CH:27](C)C)(C)C.CNC, predict the reaction product. The product is: [CH3:23][N:26]([CH2:6][C:7]1[CH:12]=[CH:11][C:10]([CH2:13][CH2:14][NH:15][C:16](=[O:17])[O:18][C:19]([CH3:22])([CH3:21])[CH3:20])=[CH:9][CH:8]=1)[CH3:27]. (7) Given the reactants [NH2:1][C@@H:2]1[CH2:7][CH2:6][CH2:5][N:4]([C:8]2[CH:13]=[C:12]([CH3:14])[N:11]=[C:10]3[N:15]([CH3:28])[C:16](=[O:27])[N:17]([CH2:18][C:19]4[CH:26]=[CH:25][CH:24]=[CH:23][C:20]=4[C:21]#[N:22])[C:9]=23)[CH2:3]1.[C:29]([C:31]1[CH:38]=[CH:37][CH:36]=[CH:35][C:32]=1[CH2:33]Br)#[N:30].C(=O)([O-])[O-].[K+].[K+], predict the reaction product. The product is: [C:29]([C:31]1[CH:38]=[CH:37][CH:36]=[CH:35][C:32]=1[CH2:33][NH:1][C@@H:2]1[CH2:7][CH2:6][CH2:5][N:4]([C:8]2[CH:13]=[C:12]([CH3:14])[N:11]=[C:10]3[N:15]([CH3:28])[C:16](=[O:27])[N:17]([CH2:18][C:19]4[CH:26]=[CH:25][CH:24]=[CH:23][C:20]=4[C:21]#[N:22])[C:9]=23)[CH2:3]1)#[N:30].